This data is from Full USPTO retrosynthesis dataset with 1.9M reactions from patents (1976-2016). The task is: Predict the reactants needed to synthesize the given product. (1) Given the product [CH3:1][O:2][C:3]1[CH:4]=[CH:5][C:6]([CH2:7][N:8]2[C:12]3[CH:13]=[CH:14][C:15]([NH2:17])=[C:16]([Br:20])[C:11]=3[N:10]=[CH:9]2)=[CH:18][CH:19]=1, predict the reactants needed to synthesize it. The reactants are: [CH3:1][O:2][C:3]1[CH:19]=[CH:18][C:6]([CH2:7][N:8]2[C:12]3[CH:13]=[CH:14][C:15]([NH2:17])=[CH:16][C:11]=3[N:10]=[CH:9]2)=[CH:5][CH:4]=1.[Br:20]Br.N.CO.C(Cl)(Cl)Cl. (2) Given the product [C:18]([O:22][C:23](=[O:40])[NH:24][C:25]1[CH:26]=[CH:27][CH:28]=[CH:29][C:30]=1[C:14]1[CH:15]=[N:16][C:2]([NH2:1])=[C:3]([C:4](=[O:5])[NH:6][C:7]2[CH:12]=[CH:11][N:10]=[CH:9][CH:8]=2)[CH:13]=1)([CH3:21])([CH3:19])[CH3:20], predict the reactants needed to synthesize it. The reactants are: [NH2:1][C:2]1[N:16]=[CH:15][C:14](Br)=[CH:13][C:3]=1[C:4]([NH:6][C:7]1[CH:12]=[CH:11][N:10]=[CH:9][CH:8]=1)=[O:5].[C:18]([O:22][C:23](=[O:40])[NH:24][C:25]1[CH:30]=[CH:29][CH:28]=[CH:27][C:26]=1B1OC(C)(C)C(C)(C)O1)([CH3:21])([CH3:20])[CH3:19]. (3) Given the product [C:50]([O:49][C:47]([N:44]1[CH2:45][CH2:46][CH:41]([O:40][C:17]2[CH:16]=[C:15]([N:57]3[CH2:58][CH2:59][CH:55]([OH:54])[CH2:56]3)[CH:39]=[CH:38][C:18]=2[C:19]([NH:21][C:22]2[CH:37]=[CH:36][CH:35]=[CH:34][C:23]=2[C:24]([NH:26][C:27]2[CH:32]=[CH:31][C:30]([Cl:33])=[CH:29][N:28]=2)=[O:25])=[O:20])[CH2:42][CH2:43]1)=[O:48])([CH3:52])([CH3:51])[CH3:53], predict the reactants needed to synthesize it. The reactants are: C(O)(=O)CC(CC(O)=O)(C(O)=O)O.F[C:15]1[CH:39]=[CH:38][C:18]([C:19]([NH:21][C:22]2[CH:37]=[CH:36][CH:35]=[CH:34][C:23]=2[C:24]([NH:26][C:27]2[CH:32]=[CH:31][C:30]([Cl:33])=[CH:29][N:28]=2)=[O:25])=[O:20])=[C:17]([O:40][CH:41]2[CH2:46][CH2:45][N:44]([C:47]([O:49][C:50]([CH3:53])([CH3:52])[CH3:51])=[O:48])[CH2:43][CH2:42]2)[CH:16]=1.[OH:54][CH:55]1[CH2:59][CH2:58][NH:57][CH2:56]1.